Dataset: Reaction yield outcomes from USPTO patents with 853,638 reactions. Task: Predict the reaction yield, written as a fraction of the theoretical maximum amount of product (1.0 means a 100% yield; for example, 0.34 means a 34% yield). (1) The reactants are Cl.[CH3:2][O:3][NH:4][CH3:5].[CH2:6]([O:13][C:14]([NH:16][C@@H:17]([CH3:21])[C:18]([OH:20])=O)=[O:15])[C:7]1[CH:12]=[CH:11][CH:10]=[CH:9][CH:8]=1.[Cl-].COC1N=C(OC)N=C([N+]2(C)CCOCC2)N=1. The catalyst is [OH-].[Na+].C(#N)C. The product is [CH3:2][O:3][N:4]([CH3:5])[C:18](=[O:20])[C@@H:17]([NH:16][C:14](=[O:15])[O:13][CH2:6][C:7]1[CH:8]=[CH:9][CH:10]=[CH:11][CH:12]=1)[CH3:21]. The yield is 0.930. (2) The reactants are CC(N)CC1C=CC=CC=1.OP(O)(O)=O.[F:16][C:17]1[CH:18]=[C:19](B(O)O)[CH:20]=[CH:21][CH:22]=1.Br[C:27]1[C:32]([Cl:33])=[CH:31][C:30]([N:34]2[C:43]3[C:38](=[CH:39][C:40]([S:44]([NH:47][C:48]4[CH:52]=[CH:51][O:50][N:49]=4)(=[O:46])=[O:45])=[CH:41][CH:42]=3)[CH:37]=[CH:36][C:35]2=[NH:53])=[C:29]([O:54][CH3:55])[CH:28]=1.P([O-])([O-])([O-])=O.[K+].[K+].[K+].C(O)(C(F)(F)F)=O. The catalyst is O.O1CCOCC1. The product is [Cl:33][C:32]1[CH:31]=[C:30]([N:34]2[C:43]3[C:38](=[CH:39][C:40]([S:44]([NH:47][C:48]4[CH:52]=[CH:51][O:50][N:49]=4)(=[O:45])=[O:46])=[CH:41][CH:42]=3)[CH:37]=[CH:36][C:35]2=[NH:53])[C:29]([O:54][CH3:55])=[CH:28][C:27]=1[C:19]1[CH:20]=[CH:21][CH:22]=[C:17]([F:16])[CH:18]=1. The yield is 0.0388. (3) The reactants are Br[C:2]1[CH:7]=[CH:6][C:5]([Cl:8])=[CH:4][C:3]=1[N+:9]([O-:11])=[O:10].[OH:12][C:13]1[CH:14]=[C:15]([CH:18]=[CH:19][CH:20]=1)[CH:16]=[O:17].C([O-])([O-])=O.[K+].[K+]. The catalyst is CN(C=O)C. The product is [Cl:8][C:5]1[CH:6]=[CH:7][C:2]([O:12][C:13]2[CH:14]=[C:15]([CH:18]=[CH:19][CH:20]=2)[CH:16]=[O:17])=[C:3]([N+:9]([O-:11])=[O:10])[CH:4]=1. The yield is 0.410. (4) The reactants are [N:1]1[C:10]2[C:5](=[CH:6][CH:7]=[CH:8][CH:9]=2)[N:4]=[CH:3][C:2]=1[C:11]1[CH:12]=[C:13]([NH2:17])[CH:14]=[CH:15][CH:16]=1.[S:18]([CH2:22][CH2:23][C:24](O)=[O:25])(=[O:21])(=[O:20])[NH2:19].C(Cl)CCl.C1C=C2N=NN(O)C2=CC=1.O. The catalyst is CN(C=O)C. The product is [NH2:19][S:18]([CH2:22][CH2:23][C:24]([NH:17][C:13]1[CH:14]=[CH:15][CH:16]=[C:11]([C:2]2[CH:3]=[N:4][C:5]3[C:10](=[CH:9][CH:8]=[CH:7][CH:6]=3)[N:1]=2)[CH:12]=1)=[O:25])(=[O:21])=[O:20]. The yield is 0.400. (5) The reactants are [CH2:1]([C:4]1[CH:19]=[CH:18][C:7]([O:8][C:9]2[C:10]([N+:15]([O-])=O)=[N:11][CH:12]=[CH:13][CH:14]=2)=[C:6]([O:20][CH3:21])[CH:5]=1)[CH2:2][CH3:3].C.O.NN. The catalyst is CO. The product is [CH3:21][O:20][C:6]1[CH:5]=[C:4]([CH2:1][CH2:2][CH3:3])[CH:19]=[CH:18][C:7]=1[O:8][C:9]1[C:10]([NH2:15])=[N:11][CH:12]=[CH:13][CH:14]=1. The yield is 0.913.